This data is from Human Reference Interactome with 51,813 positive PPI pairs across 8,248 proteins, plus equal number of experimentally-validated negative pairs. The task is: Binary Classification. Given two protein amino acid sequences, predict whether they physically interact or not. (1) Protein 1 (ENSG00000159208) has sequence MDSPSSVSSYSSYSLSSSFPTSPVNSDFGFPSDSEREDKGAHGPRPDTVGQRGGSRPSPGPIRCRHRSKVSGNQHTPSHPKQRGSASPMAGSGAKRSRDGELETSLNTQGCTTEGDLLFAQKCKELQGFIPPLTDLLNGLKMGRFERGLSSFQQSVAMDRIQRIVGVLQKPQMGERYLGTLLQVEGMLKTWFPQIAAQKSSLGGGKHQLTKHFPSHHSDSAASSPASPMEKMDQTQLGHLALKPKQPWHLTQWPAMNLTWIHTTPICNPPLSSPGTISFSHGPLGTGTGIGVILFLQHGV.... Protein 2 (ENSG00000115211) has sequence MAAVAVAVREDSGSGMKAELPPGPGAVGREMTKEEKLQLRKEKKQQKKKRKEEKGAEPETGSAVSAAQCQVGPTRELPESGIQLGTPREKVPAGRSKAELRAERRAKQEAERALKQARKGEQGGPPPKASPSTAGETPSGVKRLPEYPQVDDLLLRRLVKKPERQQVPTRKDYGSKVSLFSHLPQYSRQNSLTQFMSIPSSVIHPAMVRLGLQYSQGLVSGSNARCIALLRALQQVIQDYTTPPNEELSRDLVNKLKPYMSFLTQCRPLSASMHNAIKFLNKEITSVGSSKREEEAKSEL.... Result: 0 (the proteins do not interact). (2) Protein 1 (ENSG00000160799) has sequence MQDGRKGGAYAGKMEATTAGVGRLEEEALRRKERLKALREKTGRKDKEDGEPKTKHLREEEEEGEKHRELRLRNYVPEDEDLKKRRVPQAKPVAVEEKVKEQLEAAKPEPVIEEVDLANLAPRKPDWDLKRDVAKKLEKLKKRTQRAIAELIRERLKGQEDSLASAVDAATEQKTCDSD*MEATTAGVGRLEEEALRRKERLKALREKTGRKDKEDGEPKTKHLREEEEEGEKHRELRLRNYVPEDEDLKKRRVPQAKPVAVEEKVKEQLEAAKPEPVIEEVDLANLAPRKPDWDLKRDV.... Protein 2 (ENSG00000166145) has sequence MAPARTMARARLAPAGIPAVALWLLCTLGLQGTQAGPPPAPPGLPAGADCLNSFTAGVPGFVLDTNASVSNGATFLESPTVRRGWDCVRACCTTQNCNLALVELQPDRGEDAIAACFLINCLYEQNFVCKFAPREGFINYLTREVYRSYRQLRTQGFGGSGIPKAWAGIDLKVQPQEPLVLKDVENTDWRLLRGDTDVRVERKDPNQVELWGLKEGTYLFQLTVTSSDHPEDTANVTVTVLSTKQTEDYCLASNKVGRCRGSFPRWYYDPTEQICKSFVYGGCLGNKNNYLREEECILAC.... Result: 0 (the proteins do not interact). (3) Protein 1 (ENSG00000197798) has sequence MASTGSQASDIDEIFGFFNDGEPPTKKPRKLLPSLKTKKPRELVLVIGTGISAAVAPQVPALKSWKGLIQALLDAAIDFDLLEDEESKKFQKCLHEDKNLVHVAHDLIQKLSPRTSNVRSTFFKDCLYEVFDDLESKMEDSGKQLLQSVLHLMENGALVLTTNFDNLLELYAADQGKQLESLDLTDEKKVLEWAQEKRKLSVLHIHGVYTNPSGIVLHPAGYQNVLRNTEVMREIQKLYENKSFLFLGCGWTVDDTTFQALFLEAVKHKSDLEHFMLVRRGDVDEFKKLRENMLDKGIKV.... Protein 2 (ENSG00000067066) has sequence MAGGGGDLSTRRLNECISPVANEMNHLPAHSHDLQRMFTEDQGVDDRLLYDIVFKHFKRNKVEISNAIKKTFPFLEGLRDRDLITNKMFEDSQDSCRNLVPVQRVVYNVLSELEKTFNLPVLEALFSDVNMQEYPDLIHIYKGFENVIHDKLPLQESEEEEREERSGLQLSLEQGTGENSFRSLTWPPSGSPSHAGTTPPENGLSEHPCETEQINAKRKDTTSDKDDSLGSQQTNEQCAQKAEPTESCEQIAVQVNNGDAGREMPCPLPCDEESPEAELHNHGIQINSCSVRLVDIKKEK.... Result: 0 (the proteins do not interact). (4) Protein 1 (ENSG00000129455) has sequence MLLQLRDQASLGSKVKPISLADHCTQPGQKCTVSGWGTVTSPRENFPDTLNCAEVKIFPQKKCEDAYPGQITDGMVCAGSSKGADTCQGDSGGPLVCDGALQGITSWGSDPCGRSDKPGVYTNICRYLDWIKKIIGSKG*MGRPRPRAAKTWMFLLLLGGAWAGRFWRPPGV*MGRPRPRAAKTWMFLLLLGGAWAENFPDTLNCAEVKIFPQKKCEDAYPGQITDGMVCAGSSKGADTCQGDSGGPLVCDGALQGITSWGSDPCGRSDKPGVYTNICRYLDWIKKIIGSKG*MGRPRPR.... Protein 2 (ENSG00000138035) has sequence MAACRYCCSCLRLRPLSDGPFLLPRRDRALTQLQVRALWSSAGSRAVAVDLGNRKLEISSGKLARFADGSAVVQSGDTAVMVTAVSKTKPSPSQFMPLVVDYRQKAAAAGRIPTNYLRREIGTSDKEILTSRIIDRSIRPLFPAGYFYDTQVLCNLLAVDGVNEPDVLAINGGKYKSRD*MAACRYCCSCLRLRPLSDGPFLLPRRDRALTQLQVRALWSSAGSRAVAVDLGNRKLEISSGKLARFADGSAVVQSGDTAVMVTAVSKTKPSPSQFMPLVVDYRQKAAAAGRIPTNYLRRE.... Result: 0 (the proteins do not interact).